Dataset: Peptide-MHC class II binding affinity with 134,281 pairs from IEDB. Task: Regression. Given a peptide amino acid sequence and an MHC pseudo amino acid sequence, predict their binding affinity value. This is MHC class II binding data. (1) The peptide sequence is DYEYKVSKLVSRLVI. The MHC is DRB1_1501 with pseudo-sequence DRB1_1501. The binding affinity (normalized) is 0.558. (2) The peptide sequence is IDLSIQNYHTFLIYI. The MHC is DRB3_0101 with pseudo-sequence DRB3_0101. The binding affinity (normalized) is 0.157. (3) The peptide sequence is TRVVLSEMKEAFHGL. The binding affinity (normalized) is 0.389. The MHC is HLA-DQA10201-DQB10303 with pseudo-sequence HLA-DQA10201-DQB10303. (4) The peptide sequence is GELQIVDKIIAAFKI. The MHC is DRB3_0202 with pseudo-sequence DRB3_0202. The binding affinity (normalized) is 0.525. (5) The peptide sequence is YVENGLISRVLDGLV. The MHC is DRB3_0101 with pseudo-sequence DRB3_0101. The binding affinity (normalized) is 0.369.